From a dataset of Reaction yield outcomes from USPTO patents with 853,638 reactions. Predict the reaction yield, written as a fraction of the theoretical maximum amount of product (1.0 means a 100% yield; for example, 0.34 means a 34% yield). (1) The reactants are [NH2:1][C:2]1[C:7]2=[C:8]([C:22]3[CH:27]=[CH:26][C:25]([NH:28][C:29]([NH:31][C:32]4[CH:37]=[C:36]([C:38]([F:41])([F:40])[F:39])[CH:35]=[CH:34][N:33]=4)=[O:30])=[CH:24][CH:23]=3)[C:9]([C:11]([NH:13][C@H:14]([C:17]([O:19][CH2:20][CH3:21])=[O:18])[CH2:15]O)=[O:12])=[CH:10][N:6]2[N:5]=[CH:4][N:3]=1.CCN(S(F)(F)F)CC.CC(C)=O.C(=O)=O.C1CCN2C(=NCCC2)CC1.BrC(Cl)(Cl)Cl. The catalyst is CCOC(C)=O.C1COCC1. The product is [NH2:1][C:2]1[C:7]2=[C:8]([C:22]3[CH:23]=[CH:24][C:25]([NH:28][C:29]([NH:31][C:32]4[CH:37]=[C:36]([C:38]([F:41])([F:40])[F:39])[CH:35]=[CH:34][N:33]=4)=[O:30])=[CH:26][CH:27]=3)[C:9]([C:11]3[O:12][CH:15]=[C:14]([C:17]([O:19][CH2:20][CH3:21])=[O:18])[N:13]=3)=[CH:10][N:6]2[N:5]=[CH:4][N:3]=1. The yield is 0.0800. (2) The reactants are [C:1]1(B(O)O)[CH:6]=[CH:5][CH:4]=[CH:3][CH:2]=1.[F-].[K+].Br[C:13]1[C:18]([CH3:19])=[CH:17][CH:16]=[CH:15][C:14]=1[CH3:20]. The catalyst is C([O-])(=O)C.[Pd+2].C([O-])(=O)C.C(P(C(C)(C)C)C1C=CC=CC=1C1C=CC=CC=1)(C)(C)C.C1COCC1. The product is [CH3:20][C:14]1[CH:15]=[CH:16][CH:17]=[C:18]([CH3:19])[C:13]=1[C:1]1[CH:6]=[CH:5][CH:4]=[CH:3][CH:2]=1. The yield is 0.790. (3) The reactants are [C:1]1([CH2:7][NH:8][CH:9]2[CH2:14][CH2:13][CH2:12][NH:11][CH2:10]2)[CH:6]=[CH:5][CH:4]=[CH:3][CH:2]=1.[O:15]=[C:16](Cl)OC(Cl)(Cl)Cl. The catalyst is C1(C)C=CC=CC=1. The product is [C:1]1([CH2:7][N:8]2[C:16](=[O:15])[N:11]3[CH2:10][CH:9]2[CH2:14][CH2:13][CH2:12]3)[CH:2]=[CH:3][CH:4]=[CH:5][CH:6]=1. The yield is 0.300. (4) The product is [CH3:32][N:33]([CH3:34])[CH2:2][C:24]1[C:23]2[C:27](=[CH:28][CH:29]=[C:21]([C:19]3[O:20][C:16]([CH2:15][S:14][CH2:13][CH2:12][O:5][C:6]4[CH:11]=[CH:10][CH:9]=[CH:8][CH:7]=4)=[N:17][N:18]=3)[CH:22]=2)[NH:26][CH:25]=1. The yield is 0.960. The catalyst is ClCCl. The reactants are Cl[CH:2](Cl)C.[O:5]([CH2:12][CH2:13][S:14][CH2:15][C:16]1[O:20][C:19]([C:21]2[CH:22]=[C:23]3[C:27](=[CH:28][CH:29]=2)[NH:26][CH:25]=[CH:24]3)=[N:18][N:17]=1)[C:6]1[CH:11]=[CH:10][CH:9]=[CH:8][CH:7]=1.[Cl-].C[CH:32]=[N+:33]=[CH:34]C. (5) The reactants are I[C:2]1[CH:7]=[C:6]([CH3:8])[C:5]([C:9](=[O:11])[CH3:10])=[C:4]([CH3:12])[CH:3]=1.[C:13]1([SH:19])[CH:18]=[CH:17][CH:16]=[CH:15][CH:14]=1.[OH-].[K+]. The catalyst is CN(C=O)C.O.[Cu-]=O. The product is [CH3:8][C:6]1[CH:7]=[C:2]([S:19][C:13]2[CH:18]=[CH:17][CH:16]=[CH:15][CH:14]=2)[CH:3]=[C:4]([CH3:12])[C:5]=1[C:9](=[O:11])[CH3:10]. The yield is 0.660. (6) The reactants are [Si]([O:8][C@@H:9]1[C:20](=[O:21])[O:19][C@H:18]([C:22]2[CH:27]=[CH:26][CH:25]=[CH:24][CH:23]=2)[CH2:17][NH:16][C:15](=[O:28])[C@H:14]([CH2:29][C:30]([NH:32][CH2:33][C:34]2[CH:39]=[CH:38][C:37]([Cl:40])=[CH:36][CH:35]=2)=[O:31])[CH2:13][CH:12]=[CH:11][CH2:10]1)(C(C)(C)C)(C)C. The catalyst is C1C=CN=CC=1.F.C1COCC1. The product is [Cl:40][C:37]1[CH:36]=[CH:35][C:34]([CH2:33][NH:32][C:30](=[O:31])[CH2:29][C@@H:14]2[CH2:13][CH:12]=[CH:11][CH2:10][C@H:9]([OH:8])[C:20](=[O:21])[O:19][C@H:18]([C:22]3[CH:23]=[CH:24][CH:25]=[CH:26][CH:27]=3)[CH2:17][NH:16][C:15]2=[O:28])=[CH:39][CH:38]=1. The yield is 0.790. (7) The reactants are C(N(CC)CC)C.[N:8]1([C:14]([O:16][C:17]([CH3:20])([CH3:19])[CH3:18])=[O:15])[CH2:13][CH2:12][NH:11][CH2:10][CH2:9]1.Cl[C:22]1[C:23]2[C@H:30]([CH3:31])[CH2:29][CH2:28][C:24]=2[N:25]=[CH:26][N:27]=1.C(OCC)(=O)C. The catalyst is CCCCO. The product is [CH3:31][C@H:30]1[C:23]2[C:22]([N:11]3[CH2:12][CH2:13][N:8]([C:14]([O:16][C:17]([CH3:20])([CH3:19])[CH3:18])=[O:15])[CH2:9][CH2:10]3)=[N:27][CH:26]=[N:25][C:24]=2[CH2:28][CH2:29]1. The yield is 0.741.